This data is from Forward reaction prediction with 1.9M reactions from USPTO patents (1976-2016). The task is: Predict the product of the given reaction. (1) The product is: [CH3:27][O:29][C:23]1[CH:22]=[CH:21][C:26]([C:2]2[CH:11]=[CH:10][C:5]([C:6]([O:8][CH3:9])=[O:7])=[C:4]([N+:12]([O-:14])=[O:13])[CH:3]=2)=[CH:25][CH:24]=1. Given the reactants Cl[C:2]1[CH:11]=[CH:10][C:5]([C:6]([O:8][CH3:9])=[O:7])=[C:4]([N+:12]([O-:14])=[O:13])[CH:3]=1.B(O)O.[F-].[Cs+].O.[CH3:21][CH2:22][CH2:23][CH2:24][CH2:25][CH3:26].[C:27](OCC)(=[O:29])C, predict the reaction product. (2) Given the reactants [Si:1]([O:8][C@H:9]1[CH2:13][C@H:12]([O:14][C:15]2[CH:20]=[C:19](Cl)[N:18]=[CH:17][N:16]=2)[CH2:11][C@H:10]1[CH2:22][OH:23])([C:4]([CH3:7])([CH3:6])[CH3:5])([CH3:3])[CH3:2].Cl[NH:25][CH:26]1[C:34]2[C:29](=[CH:30][C:31]([Cl:35])=[CH:32][CH:33]=2)[CH2:28][CH:27]1[O:36][CH3:37].C(O)CCC.C(N(CC)CC)C, predict the reaction product. The product is: [Si:1]([O:8][C@H:9]1[CH2:13][C@H:12]([O:14][C:15]2[CH:20]=[C:19]([NH:25][C@@H:26]3[C:34]4[C:29](=[CH:30][C:31]([Cl:35])=[CH:32][CH:33]=4)[CH2:28][C@@H:27]3[O:36][CH3:37])[N:18]=[CH:17][N:16]=2)[CH2:11][C@H:10]1[CH2:22][OH:23])([C:4]([CH3:6])([CH3:7])[CH3:5])([CH3:2])[CH3:3]. (3) Given the reactants F[P-](F)(F)(F)(F)F.[CH3:8][N+:9](C)=[C:10](N(C)C)ON1C2N=CC=CC=2N=N1.[C:25]([O:29][C:30]([NH:32][C@H:33]([C:44]([OH:46])=O)[CH2:34][C:35]1[CH:40]=[CH:39][C:38]([B:41]([OH:43])[OH:42])=[CH:37][CH:36]=1)=[O:31])([CH3:28])([CH3:27])[CH3:26].C(N(CC)C(C)C)(C)C.CNC.O1CCCC1, predict the reaction product. The product is: [C:25]([O:29][C:30]([NH:32][C@H:33]([C:44]([N:9]([CH3:10])[CH3:8])=[O:46])[CH2:34][C:35]1[CH:40]=[CH:39][C:38]([B:41]([OH:43])[OH:42])=[CH:37][CH:36]=1)=[O:31])([CH3:28])([CH3:27])[CH3:26]. (4) Given the reactants [S:1](=[O:5])(=[O:4])([O-:3])[NH2:2].[NH4+].[N:7]12[CH2:17][CH2:16][CH2:15][N:14]=[C:13]1[CH2:12][CH2:11][CH2:10][CH2:9][CH2:8]2, predict the reaction product. The product is: [S:1](=[O:4])(=[O:3])([O-:5])[NH2:2].[NH+:7]12[CH2:17][CH2:16][CH2:15][N:14]=[C:13]1[CH2:12][CH2:11][CH2:10][CH2:9][CH2:8]2. (5) The product is: [CH2:1]([O:3][C:4]([C:6]1[C:7]2[C:22](=[O:23])[C:21](=[CH:24][N:25]([CH3:27])[CH3:26])[CH2:20][CH2:19][CH2:18][C:8]=2[NH:9][CH:10]=1)=[O:5])[CH3:2]. Given the reactants [CH2:1]([O:3][C:4]([C:6]1[C:7]2[C:22](=[O:23])[CH2:21][CH2:20][CH2:19][CH2:18][C:8]=2[N:9](C(OC(C)(C)C)=O)[CH:10]=1)=[O:5])[CH3:2].[CH3:24][N:25]([CH:27](N(C)C)N(C)C)[CH3:26], predict the reaction product. (6) Given the reactants [N:1]1O[C:3]([O-])=[C:4]2[CH2:8][CH2:7][CH2:6][N+:5]=12.[C:10]([O:14][CH2:15][CH3:16])(=[O:13])C#C.[C:17]1(C)C(C)=CC=CC=1, predict the reaction product. The product is: [N:1]1[N:5]2[CH2:6][CH2:7][CH2:8][C:4]2=[C:3]([C:10]([O:14][CH2:15][CH3:16])=[O:13])[CH:17]=1.